This data is from CYP2C19 inhibition data for predicting drug metabolism from PubChem BioAssay. The task is: Regression/Classification. Given a drug SMILES string, predict its absorption, distribution, metabolism, or excretion properties. Task type varies by dataset: regression for continuous measurements (e.g., permeability, clearance, half-life) or binary classification for categorical outcomes (e.g., BBB penetration, CYP inhibition). Dataset: cyp2c19_veith. The compound is O=C(NC[C@@H]1CCCCN1)c1cc(OCC(F)(F)F)ccc1OCC(F)(F)F. The result is 0 (non-inhibitor).